From a dataset of Forward reaction prediction with 1.9M reactions from USPTO patents (1976-2016). Predict the product of the given reaction. (1) Given the reactants [CH3:1][O:2][C:3]1[CH:8]=[CH:7][CH:6]=[C:5]([O:9][CH3:10])[C:4]=1[OH:11].[CH2:12]([CH:14](OS(C)(=O)=O)[CH2:15][CH3:16])[CH3:13].CC([O-])(C)C.[K+].Cl, predict the reaction product. The product is: [CH2:12]([CH:14]([O:11][C:4]1[C:5]([O:9][CH3:10])=[CH:6][CH:7]=[CH:8][C:3]=1[O:2][CH3:1])[CH2:15][CH3:16])[CH3:13]. (2) Given the reactants [Br:1][C:2]1[C:3]2[C:4]3[CH2:19][CH2:18][N:17]([C:20]([O:22][C:23]([CH3:26])([CH3:25])[CH3:24])=[O:21])[CH2:16][CH2:15][C:5]=3[N:6]([CH2:11][C:12](O)=O)[C:7]=2[CH:8]=[CH:9][CH:10]=1.C(N(CC)CC)C.ClC(OCC(C)C)=O.[C:42]1([NH2:49])[CH:47]=[CH:46][CH:45]=[CH:44][C:43]=1[NH2:48].C(O)(=O)C, predict the reaction product. The product is: [NH:48]1[C:43]2[CH:44]=[CH:45][CH:46]=[CH:47][C:42]=2[N:49]=[C:12]1[CH2:11][N:6]1[C:7]2[CH:8]=[CH:9][CH:10]=[C:2]([Br:1])[C:3]=2[C:4]2[CH2:19][CH2:18][N:17]([C:20]([O:22][C:23]([CH3:26])([CH3:25])[CH3:24])=[O:21])[CH2:16][CH2:15][C:5]1=2. (3) Given the reactants [CH2:1]([N:8]1[CH2:13][CH2:12][CH:11]([C:14]2[S:15][CH:16]=[CH:17][CH:18]=2)[CH:10]([C:19](Cl)=[O:20])[CH2:9]1)[C:2]1[CH:7]=[CH:6][CH:5]=[CH:4][CH:3]=1.[Al+3].[Cl-].[Cl-].[Cl-], predict the reaction product. The product is: [CH2:1]([N:8]1[CH2:13][CH2:12][CH:11]2[CH:10]([C:19](=[O:20])[C:18]3[CH:17]=[CH:16][S:15][C:14]=32)[CH2:9]1)[C:2]1[CH:7]=[CH:6][CH:5]=[CH:4][CH:3]=1. (4) Given the reactants [CH2:1]([O:7][C:8]([C@@H:10]1[CH2:15][CH2:14][CH2:13][N:12]([C:16](=[O:48])[C@@H:17]([NH:33][C:34](=[O:47])[C@@H:35]([NH:39][C:40](OC(C)(C)C)=[O:41])[CH:36]([CH3:38])[CH3:37])[CH2:18][C:19]2[CH:24]=[CH:23][CH:22]=[C:21]([O:25][Si:26]([C:29]([CH3:32])([CH3:31])[CH3:30])([CH3:28])[CH3:27])[CH:20]=2)[NH:11]1)=[O:9])[CH2:2][CH2:3][CH2:4][CH:5]=[CH2:6].FC(F)(F)S(O[Si](C)(C)C)(=O)=O.C(N(CC)C(C)C)(C)C.[CH3:70][O:71][C@@H:72]([CH2:78][CH2:79][CH:80]=[CH2:81])[C@H:73](C)[C:74](O)=O.F[P-](F)(F)(F)(F)F.N1(OC(N(C)C)=[N+](C)C)C2N=CC=CC=2N=N1, predict the reaction product. The product is: [CH2:1]([O:7][C:8]([C@@H:10]1[CH2:15][CH2:14][CH2:13][N:12]([C:16](=[O:48])[C@@H:17]([NH:33][C:34](=[O:47])[C@@H:35]([NH:39][C:40](=[O:41])[C@H:73]([CH3:74])[C@H:72]([O:71][CH3:70])[CH2:78][CH2:79][CH:80]=[CH2:81])[CH:36]([CH3:38])[CH3:37])[CH2:18][C:19]2[CH:24]=[CH:23][CH:22]=[C:21]([O:25][Si:26]([C:29]([CH3:32])([CH3:31])[CH3:30])([CH3:28])[CH3:27])[CH:20]=2)[NH:11]1)=[O:9])[CH2:2][CH2:3][CH2:4][CH:5]=[CH2:6]. (5) Given the reactants Cl[C:2]1[CH:7]=[CH:6][N:5]=[C:4]2[CH:8]=[C:9]([S:11]([N:14]([O:16][CH3:17])[CH3:15])(=[O:13])=[O:12])[S:10][C:3]=12.[F:18][C:19]1[CH:24]=[C:23]([N+:25]([O-:27])=[O:26])[CH:22]=[CH:21][C:20]=1[OH:28].C([O-])([O-])=O.[K+].[K+], predict the reaction product. The product is: [F:18][C:19]1[CH:24]=[C:23]([N+:25]([O-:27])=[O:26])[CH:22]=[CH:21][C:20]=1[O:28][C:2]1[CH:7]=[CH:6][N:5]=[C:4]2[CH:8]=[C:9]([S:11]([N:14]([O:16][CH3:17])[CH3:15])(=[O:13])=[O:12])[S:10][C:3]=12. (6) Given the reactants [F:1][C:2]([F:31])([F:30])[C:3]1[CH:25]=[C:24]([C:26]([F:29])([F:28])[F:27])[CH:23]=[CH:22][C:4]=1[CH2:5][N:6]1[CH2:10][CH2:9][CH:8](/[CH:11]=[C:12]2/[C:13]([NH:18][CH2:19][C:20]#[CH:21])=[N:14][C:15](=[O:17])[S:16]/2)[CH2:7]1.[C:32]([OH:39])(=[O:38])/[CH:33]=[CH:34]\[C:35]([OH:37])=[O:36], predict the reaction product. The product is: [C:32]([OH:39])(=[O:38])/[CH:33]=[CH:34]\[C:35]([OH:37])=[O:36].[F:31][C:2]([F:1])([F:30])[C:3]1[CH:25]=[C:24]([C:26]([F:28])([F:29])[F:27])[CH:23]=[CH:22][C:4]=1[CH2:5][N:6]1[CH2:10][CH2:9][CH:8](/[CH:11]=[C:12]2/[C:13]([NH:18][CH2:19][C:20]#[CH:21])=[N:14][C:15](=[O:17])[S:16]/2)[CH2:7]1. (7) The product is: [C:1]([C:5]1[CH:9]=[C:8]([NH:10][C:11]([NH:13][C:14]2[CH:19]=[C:18]([C:20]3[C:32](=[O:33])[N:31]([CH3:34])[C:23]4[N:24]=[C:25]([NH:36][C@@H:37]([CH3:38])[CH2:39][OH:40])[N:26]=[CH:27][C:22]=4[CH:21]=3)[CH:17]=[CH:16][C:15]=2[F:35])=[O:12])[O:7][N:6]=1)([CH3:4])([CH3:3])[CH3:2]. Given the reactants [C:1]([C:5]1[CH:9]=[C:8]([NH:10][C:11]([NH:13][C:14]2[CH:19]=[C:18]([C:20]3[C:32](=[O:33])[N:31]([CH3:34])[C:23]4[N:24]=[C:25](S(C)=O)[N:26]=[CH:27][C:22]=4[CH:21]=3)[CH:17]=[CH:16][C:15]=2[F:35])=[O:12])[O:7][N:6]=1)([CH3:4])([CH3:3])[CH3:2].[NH2:36][C@H:37]([CH2:39][OH:40])[CH3:38], predict the reaction product.